From a dataset of Catalyst prediction with 721,799 reactions and 888 catalyst types from USPTO. Predict which catalyst facilitates the given reaction. (1) Reactant: [F:1][C:2]1[CH:3]=[CH:4][C:5]([O:31][CH3:32])=[C:6]([C:8]2[CH:13]=[CH:12][N:11]=[CH:10][C:9]=2[NH:14][C:15](=[O:30])[C:16]2[CH:21]=[C:20]([C:22]([F:25])([F:24])[F:23])[CH:19]=[C:18]([S:26]([CH3:29])(=[O:28])=[O:27])[CH:17]=2)[CH:7]=1.CC(C)([O-])C.[K+].Br[CH2:40][C:41]([O:43][CH3:44])=[O:42]. Product: [CH3:44][O:43][C:41](=[O:42])[CH2:40][N:14]([C:9]1[CH:10]=[N:11][CH:12]=[CH:13][C:8]=1[C:6]1[CH:7]=[C:2]([F:1])[CH:3]=[CH:4][C:5]=1[O:31][CH3:32])[C:15](=[O:30])[C:16]1[CH:21]=[C:20]([C:22]([F:25])([F:23])[F:24])[CH:19]=[C:18]([S:26]([CH3:29])(=[O:28])=[O:27])[CH:17]=1. The catalyst class is: 1. (2) Reactant: C([O:5][C:6](=[O:32])[NH:7][C:8]1[CH:13]=[CH:12][C:11]([O:14][CH2:15][O:16][CH2:17][CH2:18][O:19][CH3:20])=[CH:10][C:9]=1[C:21](O)([C:27]([F:30])([F:29])[F:28])[C:22]#[C:23][CH:24]1[CH2:26][CH2:25]1)(C)(C)C.C([Li])CCC. The catalyst class is: 11. Product: [CH:24]1([C:23]#[C:22][C:21]2([C:27]([F:30])([F:28])[F:29])[O:5][C:6](=[O:32])[NH:7][C:8]3[CH:13]=[CH:12][C:11]([O:14][CH2:15][O:16][CH2:17][CH2:18][O:19][CH3:20])=[CH:10][C:9]2=3)[CH2:26][CH2:25]1. (3) Reactant: [CH3:1][C:2]1[N:7]=[C:6]2[O:8][C:9]([C:11]([O:13]C)=[O:12])=[CH:10][C:5]2=[C:4]([C:15]([F:18])([F:17])[F:16])[CH:3]=1.Cl. The catalyst class is: 74. Product: [CH3:1][C:2]1[N:7]=[C:6]2[O:8][C:9]([C:11]([OH:13])=[O:12])=[CH:10][C:5]2=[C:4]([C:15]([F:18])([F:16])[F:17])[CH:3]=1. (4) Reactant: [Br:1][C:2]1[CH:7]=[CH:6][C:5]([C:8](=[N:22][O:23][CH2:24][CH3:25])[CH:9]2[CH2:14][CH2:13][N:12]([C:15]3([CH3:21])[CH2:20][CH2:19][NH:18][CH2:17][CH2:16]3)[CH2:11][CH2:10]2)=[CH:4][CH:3]=1.[F:26][C:27]([F:42])([F:41])[C:28]1[C:37]([C:38](O)=[O:39])=[CH:36][C:35]2[C:30](=[N:31][CH:32]=[CH:33][CH:34]=2)[N:29]=1.CCN(CC)CC.CN(C(ON1N=NC2C=CC=NC1=2)=[N+](C)C)C.F[P-](F)(F)(F)(F)F. Product: [Br:1][C:2]1[CH:7]=[CH:6][C:5]([C:8](=[N:22][O:23][CH2:24][CH3:25])[CH:9]2[CH2:10][CH2:11][N:12]([C:15]3([CH3:21])[CH2:20][CH2:19][N:18]([C:38]([C:37]4[C:28]([C:27]([F:42])([F:26])[F:41])=[N:29][C:30]5[C:35]([CH:36]=4)=[CH:34][CH:33]=[CH:32][N:31]=5)=[O:39])[CH2:17][CH2:16]3)[CH2:13][CH2:14]2)=[CH:4][CH:3]=1. The catalyst class is: 3. (5) Reactant: [CH3:1][C@@:2]12[C@H:10](O)[CH2:9][C@@H:5]([C:6]1([CH3:8])[CH3:7])[CH2:4][CH2:3]2.[CH2:12]([CH:15]1[CH2:20][CH2:19][CH:18]([C:21]([OH:23])=[O:22])[CH2:17][CH2:16]1)[CH2:13][CH3:14].C1(N=C=NC2CCCCC2)CCCCC1. Product: [CH2:12]([CH:15]1[CH2:20][CH2:19][CH:18]([C:21]([O:23][C@@H:9]2[CH2:10][C@@:2]3([CH3:1])[C:6]([CH3:8])([CH3:7])[C@@H:5]2[CH2:4][CH2:3]3)=[O:22])[CH2:17][CH2:16]1)[CH2:13][CH3:14]. The catalyst class is: 4. (6) Reactant: [CH:1]([N:3]1[CH:7]=[CH:6][N:5]=[CH:4]1)=[CH2:2].[CH2:8]([Br:26])[CH2:9][CH2:10][CH2:11][CH2:12][CH2:13][CH2:14][CH2:15][CH2:16][CH2:17][CH2:18][CH2:19][CH2:20][CH2:21][CH2:22][CH2:23][CH2:24][CH3:25].CO. Product: [Br-:26].[CH:1]([N+:3]1[CH:7]=[CH:6][N:5]([CH2:25][CH2:24][CH2:23][CH2:22][CH2:21][CH2:20][CH2:19][CH2:18][CH2:17][CH2:16][CH2:15][CH2:14][CH2:13][CH2:12][CH2:11][CH2:10][CH2:9][CH3:8])[CH:4]=1)=[CH2:2]. The catalyst class is: 27. (7) The catalyst class is: 5. Reactant: [NH:1]1[CH2:5][CH2:4][C@@H:3]([N:6]2[CH:10]=[C:9]([O:11][C:12]3[N:13]=[C:14]([OH:22])[C:15]4[CH:21]=[CH:20][N:19]=[CH:18][C:16]=4[N:17]=3)[CH:8]=[N:7]2)[CH2:2]1.CCN(CC)CC.O=C1CCC(=O)N1[O:37][C:38](=O)[CH2:39][C:40]#[N:41]. Product: [OH:22][C:14]1[C:15]2[CH:21]=[CH:20][N:19]=[CH:18][C:16]=2[N:17]=[C:12]([O:11][C:9]2[CH:8]=[N:7][N:6]([C@@H:3]3[CH2:4][CH2:5][N:1]([C:38](=[O:37])[CH2:39][C:40]#[N:41])[CH2:2]3)[CH:10]=2)[N:13]=1.